From a dataset of Forward reaction prediction with 1.9M reactions from USPTO patents (1976-2016). Predict the product of the given reaction. (1) The product is: [Br:30][C:20]1[N:17]2[CH2:18][CH2:19][N:14]([C:12]([C:3]3[CH:4]=[CH:5][CH:6]=[C:7]([C:8]([F:9])([F:10])[F:11])[C:2]=3[Cl:1])=[O:13])[CH2:15][C:16]2=[N:22][CH:21]=1. Given the reactants [Cl:1][C:2]1[C:7]([C:8]([F:11])([F:10])[F:9])=[CH:6][CH:5]=[CH:4][C:3]=1[C:12]([N:14]1[CH2:19][CH2:18][N:17]2[CH:20]=[CH:21][N:22]=[C:16]2[CH2:15]1)=[O:13].C1C(=O)N([Br:30])C(=O)C1, predict the reaction product. (2) Given the reactants Cl[C:2]1[N:7]=[C:6]([C:8]2[S:12][C:11]([N:13]3[CH2:18][CH2:17][O:16][CH2:15][CH2:14]3)=[N:10][C:9]=2[C:19]2[C:20]([F:34])=[C:21]([NH:25][S:26]([C:29]3[O:30][CH:31]=[CH:32][CH:33]=3)(=[O:28])=[O:27])[CH:22]=[CH:23][CH:24]=2)[CH:5]=[CH:4][N:3]=1.[NH4+:35].[OH-], predict the reaction product. The product is: [NH2:35][C:2]1[N:7]=[C:6]([C:8]2[S:12][C:11]([N:13]3[CH2:18][CH2:17][O:16][CH2:15][CH2:14]3)=[N:10][C:9]=2[C:19]2[C:20]([F:34])=[C:21]([NH:25][S:26]([C:29]3[O:30][CH:31]=[CH:32][CH:33]=3)(=[O:28])=[O:27])[CH:22]=[CH:23][CH:24]=2)[CH:5]=[CH:4][N:3]=1.